Predict the product of the given reaction. From a dataset of Forward reaction prediction with 1.9M reactions from USPTO patents (1976-2016). (1) Given the reactants [CH3:1][S:2][C:3]1[N:8]=[C:7]([O:9][C:10]2[CH:15]=[CH:14][C:13]([N+:16]([O-])=O)=[CH:12][CH:11]=2)[CH:6]=[CH:5][N:4]=1.C(O)C.[H][H], predict the reaction product. The product is: [CH3:1][S:2][C:3]1[N:8]=[C:7]([O:9][C:10]2[CH:15]=[CH:14][C:13]([NH2:16])=[CH:12][CH:11]=2)[CH:6]=[CH:5][N:4]=1. (2) Given the reactants [CH2:1]([C:6]1[S:7][CH:8]=[C:9]([C:11]#[N:12])[N:10]=1)[C:2]([CH3:5])([CH3:4])[CH3:3].[CH3:13][CH2:14][Mg+].[Br-].B(F)(F)F.CCOCC.Cl.[OH-].[Na+], predict the reaction product. The product is: [CH2:1]([C:6]1[S:7][CH:8]=[C:9]([C:11]2([NH2:12])[CH2:14][CH2:13]2)[N:10]=1)[C:2]([CH3:5])([CH3:4])[CH3:3]. (3) The product is: [C:1]([O:5][C:6](=[O:7])[NH:8][CH2:9][C:10]1[CH:15]=[CH:14][CH:13]=[C:12]([N:16]2[C:20]([C:21](=[O:22])[NH:41][C:38]3[CH:39]=[CH:40][C:35]([N:31]4[CH2:32][CH2:33][CH2:34][C:30]4=[NH:29])=[CH:36][CH:37]=3)=[CH:19][C:18]([C:24]([F:27])([F:25])[F:26])=[N:17]2)[CH:11]=1)([CH3:3])([CH3:4])[CH3:2]. Given the reactants [C:1]([O:5][C:6]([NH:8][CH2:9][C:10]1[CH:11]=[C:12]([N:16]2[C:20]([C:21](O)=[O:22])=[CH:19][C:18]([C:24]([F:27])([F:26])[F:25])=[N:17]2)[CH:13]=[CH:14][CH:15]=1)=[O:7])([CH3:4])([CH3:3])[CH3:2].Cl.[NH:29]=[C:30]1[CH2:34][CH2:33][CH2:32][N:31]1[C:35]1[CH:40]=[CH:39][C:38]([NH2:41])=[CH:37][CH:36]=1.Cl.CN(C)CCCN=C=NCC.O.ON1C2C=CC=CC=2N=N1, predict the reaction product. (4) Given the reactants C1COCC1.[N:6]([CH2:9][CH2:10][O:11][CH2:12][CH2:13][O:14][CH2:15][CH2:16][O:17][C:18]1[CH:19]=[CH:20][CH:21]=[C:22]2[C:27]=1[N:26]=[CH:25][CH:24]=[CH:23]2)=[N+]=[N-].C1(P(C2C=CC=CC=2)C2C=CC=CC=2)C=CC=CC=1, predict the reaction product. The product is: [N:26]1[C:27]2[C:22](=[CH:21][CH:20]=[CH:19][C:18]=2[O:17][CH2:16][CH2:15][O:14][CH2:13][CH2:12][O:11][CH2:10][CH2:9][NH2:6])[CH:23]=[CH:24][CH:25]=1.